This data is from Catalyst prediction with 721,799 reactions and 888 catalyst types from USPTO. The task is: Predict which catalyst facilitates the given reaction. (1) Reactant: [C:1]1([NH:7][C:8]2[CH:21]=[CH:20][CH:19]=[CH:18][C:9]=2[C:10]([C:12]2[CH:17]=[CH:16][CH:15]=[CH:14][CH:13]=2)=[O:11])[CH:6]=[CH:5][CH:4]=[CH:3][CH:2]=1.O.[Br:23][CH2:24][C:25](Br)=[O:26]. Product: [C:10]([C:9]1[CH:18]=[CH:19][CH:20]=[CH:21][C:8]=1[N:7]([C:1]1[CH:6]=[CH:5][CH:4]=[CH:3][CH:2]=1)[C:25](=[O:26])[CH2:24][Br:23])(=[O:11])[C:12]1[CH:13]=[CH:14][CH:15]=[CH:16][CH:17]=1. The catalyst class is: 2. (2) Reactant: [C:1]([O:5][C:6](=[O:21])[N:7](C1C=CC=CC=1)[CH2:8][CH:9]1[CH2:14][CH2:13][NH:12][CH2:11][CH2:10]1)([CH3:4])([CH3:3])[CH3:2].Cl[C:23]1[C:24]2[CH:31]=[CH:30][NH:29][C:25]=2[N:26]=[CH:27][N:28]=1.C(N([CH2:37][CH3:38])CC)C. Product: [C:1]([O:5][C:6](=[O:21])[NH:7][CH:8]([C:38]1[CH:37]=[CH:11][CH:10]=[CH:9][CH:8]=1)[CH:9]1[CH2:10][CH2:11][N:12]([C:23]2[C:24]3[CH:31]=[CH:30][NH:29][C:25]=3[N:26]=[CH:27][N:28]=2)[CH2:13][CH2:14]1)([CH3:2])([CH3:3])[CH3:4]. The catalyst class is: 51.